Dataset: Reaction yield outcomes from USPTO patents with 853,638 reactions. Task: Predict the reaction yield, written as a fraction of the theoretical maximum amount of product (1.0 means a 100% yield; for example, 0.34 means a 34% yield). (1) The reactants are [ClH:1].O1CCOCC1.OC(C(F)(F)F)=O.[N:15]1([C:21]([N:23]2[CH2:28][CH2:27][N:26](C(OC(C)(C)C)=O)[CH2:25][CH:24]2[CH2:36][O:37][C:38]2[CH:39]=[N:40][CH:41]=[CH:42][CH:43]=2)=[O:22])[CH2:20][CH2:19][O:18][CH2:17][CH2:16]1. The catalyst is CO. The product is [ClH:1].[ClH:1].[O:18]1[CH2:19][CH2:20][N:15]([C:21]([N:23]2[CH2:28][CH2:27][NH:26][CH2:25][CH:24]2[CH2:36][O:37][C:38]2[CH:39]=[N:40][CH:41]=[CH:42][CH:43]=2)=[O:22])[CH2:16][CH2:17]1. The yield is 0.990. (2) The reactants are [Br:1][C:2]1[CH:3]=[C:4]([NH:9][C:10]2[C:11]3[CH:19]=[C:18](F)[N:17]=[CH:16][C:12]=3[N:13]=[CH:14][N:15]=2)[CH:5]=[CH:6][C:7]=1[F:8].[CH3:21][O:22][C:23]1[CH:30]=[CH:29][C:26]([CH2:27][NH2:28])=[CH:25][CH:24]=1. The catalyst is CS(C)=O. The product is [Br:1][C:2]1[CH:3]=[C:4]([NH:9][C:10]2[C:11]3[CH:19]=[C:18]([NH:28][CH2:27][C:26]4[CH:29]=[CH:30][C:23]([O:22][CH3:21])=[CH:24][CH:25]=4)[N:17]=[CH:16][C:12]=3[N:13]=[CH:14][N:15]=2)[CH:5]=[CH:6][C:7]=1[F:8]. The yield is 0.790. (3) The yield is 0.990. The product is [NH:1]1[C:2]2[N:10]=[CH:9][CH:8]=[CH:7][C:3]=2[C:4](=[O:6])[NH:15][C:14]1=[O:13]. The catalyst is O. The reactants are [NH2:1][C:2]1[N:10]=[CH:9][CH:8]=[CH:7][C:3]=1[C:4]([OH:6])=O.[Cl-].[NH4+].[O-:13][C:14]#[N:15].[K+]. (4) The reactants are [F:1][C:2]1[C:10]([O:11][CH2:12][C:13]2[S:14][CH:15]=[C:16]([C:18]3[CH:23]=[CH:22][CH:21]=[C:20]([O:24]C)[CH:19]=3)[N:17]=2)=[CH:9][CH:8]=[C:7]([F:26])[C:3]=1[C:4]([NH2:6])=[O:5].B(Br)(Br)Br.C([O-])(O)=O.[Na+]. The catalyst is C(Cl)Cl. The product is [F:1][C:2]1[C:10]([O:11][CH2:12][C:13]2[S:14][CH:15]=[C:16]([C:18]3[CH:23]=[CH:22][CH:21]=[C:20]([OH:24])[CH:19]=3)[N:17]=2)=[CH:9][CH:8]=[C:7]([F:26])[C:3]=1[C:4]([NH2:6])=[O:5]. The yield is 0.330.